From a dataset of Full USPTO retrosynthesis dataset with 1.9M reactions from patents (1976-2016). Predict the reactants needed to synthesize the given product. (1) Given the product [CH:18]1[C:17]2[CH:16]([CH2:15][O:14][C:12](=[O:13])[NH:11][C@H:10]([C:9]([O:54][CH2:53][CH2:52][CH2:51][CH2:50][O:49][N+:46]([O-:48])=[O:47])=[O:8])[CH2:29][CH2:30][CH2:31][CH2:32][NH:33][C:34](=[O:35])[O:36][C:37]([CH3:38])([CH3:39])[CH3:40])[C:28]3[C:23](=[CH:24][CH:25]=[CH:26][CH:27]=3)[C:22]=2[CH:21]=[CH:20][CH:19]=1, predict the reactants needed to synthesize it. The reactants are: FC1C([O:8][C:9](=O)[C@H:10]([CH2:29][CH2:30][CH2:31][CH2:32][NH:33][C:34]([O:36][C:37]([CH3:40])([CH3:39])[CH3:38])=[O:35])[NH:11][C:12]([O:14][CH2:15][CH:16]2[C:28]3[C:23](=[CH:24][CH:25]=[CH:26][CH:27]=3)[C:22]3[C:17]2=[CH:18][CH:19]=[CH:20][CH:21]=3)=[O:13])=C(F)C(F)=C(F)C=1F.[N+:46]([O:49][CH2:50][CH2:51][CH2:52][CH2:53][OH:54])([O-:48])=[O:47]. (2) Given the product [CH3:18][O:19][C:20](=[O:32])[CH2:21][C:22]1[C:30]2[C:25](=[CH:26][CH:27]=[C:28]([C:7]3[CH:6]=[CH:5][C:4]([OH:17])=[CH:3][C:2]=3[CH3:1])[CH:29]=2)[NH:24][CH:23]=1, predict the reactants needed to synthesize it. The reactants are: [CH3:1][C:2]1[CH:3]=[C:4]([OH:17])[CH:5]=[CH:6][C:7]=1B1OC(C)(C)C(C)(C)O1.[CH3:18][O:19][C:20](=[O:32])[CH2:21][C:22]1[C:30]2[C:25](=[CH:26][CH:27]=[C:28](Br)[CH:29]=2)[NH:24][CH:23]=1.C(=O)([O-])[O-].[K+].[K+].Cl. (3) Given the product [Cl:1][C:2]1[CH:3]=[C:4]([CH2:19][N:20]2[C:24]([CH3:25])=[CH:23][C:22]([C:26]([NH2:31])=[O:27])=[N:21]2)[C:5]2[O:9][C:8]([C:10]3[CH:15]=[CH:14][C:13]([Cl:16])=[CH:12][C:11]=3[Cl:17])=[CH:7][C:6]=2[CH:18]=1, predict the reactants needed to synthesize it. The reactants are: [Cl:1][C:2]1[CH:3]=[C:4]([CH2:19][N:20]2[C:24]([CH3:25])=[CH:23][C:22]([C:26](Cl)=[O:27])=[N:21]2)[C:5]2[O:9][C:8]([C:10]3[CH:15]=[CH:14][C:13]([Cl:16])=[CH:12][C:11]=3[Cl:17])=[CH:7][C:6]=2[CH:18]=1.CC[N:31](CC)CC.[OH-].[NH4+].